The task is: Binary Classification. Given a miRNA mature sequence and a target amino acid sequence, predict their likelihood of interaction.. This data is from Experimentally validated miRNA-target interactions with 360,000+ pairs, plus equal number of negative samples. (1) The miRNA is hsa-miR-1827 with sequence UGAGGCAGUAGAUUGAAU. The protein sequence of the target gene is MNLSAAHHQISLSDGNNIPLIGLGTYSDPRPVPGKTYVAVKTAIDEGYRHIDGAYVYHNEHEVGEAIREKIAEGKVKREEIFYCGKLWNTEHVPSMVLPALERTLKALKLDYIDLYIIELPMAFKPGKEIYPRDENGRIIYDKTNLCATWEALEACKDAGLVKSLGVSNFNRRQLELILNKPGLKYKPVTNQVECHPYFTQTKLLKFCQQHDIVIVAHSPLGTCRNPSWVNVSSPPLLNDELLTSLGKKYNKTQAQIVLRFNIQRGIVVIPKSFTPERIKENFQIFDFSLTEEEMKDIDA.... Result: 0 (no interaction). (2) The protein sequence of the target gene is MSSWLGGLGSGLGQSLGQVGGSLASLTGQISNFTKDMLMEGTEEVEAELPDSRTKEIEAIHAILRSENERLKKLCTDLEEKHEASEIQIKQQSTSYRNQLQQKEVEISHLKARQIALQDQLLKLQSAAQSVPSGAGVPATTASSSFAYGISHHPSAFHDDDMDFGDIISSQQEINRLSNEVSRLESEVGHWRHIAQTSKAQGTDNSDQSEICKLQNIIKELKQNRSQEIDDHQHEMSVLQNAHQQKLTEISRRHREELSDYEERIEELENLLQQGGSGVIETDLSKIYEMQKTIQVLQIE.... Result: 0 (no interaction). The miRNA is hsa-miR-548as-5p with sequence AAAAGUAAUUGCGGGUUUUGCC. (3) The miRNA is rno-miR-433-3p with sequence AUCAUGAUGGGCUCCUCGGUGU. The protein sequence of the target gene is MQAEAADWFSSMPFQKHVYYPLASGPEGPDVAVAAAAAGAASMACAPPSAASGPLPFFQFRPRLESVDWRRLSAIDVDKVAGAVDVLTLQENIMNITFCKLEDEKCPHCQSGVDPVLLKLIRLAQFTIEYLLHSQEFLTSQLHTLEERLRLSHCDGEQSKKLLTKQAGEIKTLKEECKRRKKMISTQQLMIEAKANYYQCHFCDKAFMNQAFLQSHIQRRHTEENSHFEYQKNAQIEKLRSEIVVLKEELQLTRSELEAAHHASAVRFSKEYEMQKTKEEDFLKLFDRWKEEEKEKLVDE.... Result: 0 (no interaction). (4) The miRNA is hsa-miR-214-3p with sequence ACAGCAGGCACAGACAGGCAGU. The protein sequence of the target gene is MMSEHDLADVVQIAVEDLSPDHPVVLENHVVTDEDEPALKRQRLEINCQDPSIKTICLRLDSIEAKLQALEATCKSLEEKLDLVTNKQHSPIQVPMVAGSPLGATQTCNKVRCVVPQTTVILNNDRQNAIVAKMEDPLSNRAPDSLENVISNAVPGRRQNTIVVKVPGQEDSHHEDGESGSEASDSVSSCGQAGSQSIGSNVTLITLNSEEDYPNGTWLGDENNPEMRVRCAIIPSDMLHISTNCRTAEKMALTLLDYLFHREVQAVSNLSGQGKHGKKQLDPLTIYGIRCHLFYKFGIT.... Result: 1 (interaction).